Dataset: Merck oncology drug combination screen with 23,052 pairs across 39 cell lines. Task: Regression. Given two drug SMILES strings and cell line genomic features, predict the synergy score measuring deviation from expected non-interaction effect. (1) Drug 1: COc1cc(C2c3cc4c(cc3C(OC3OC5COC(C)OC5C(O)C3O)C3COC(=O)C23)OCO4)cc(OC)c1O. Drug 2: O=C(O)C1(Cc2cccc(Nc3nccs3)n2)CCC(Oc2cccc(Cl)c2F)CC1. Cell line: VCAP. Synergy scores: synergy=-10.3. (2) Drug 1: N.N.O=C(O)C1(C(=O)O)CCC1.[Pt]. Drug 2: CC1(c2nc3c(C(N)=O)cccc3[nH]2)CCCN1. Cell line: OV90. Synergy scores: synergy=-5.32. (3) Drug 1: NC1(c2ccc(-c3nc4ccn5c(=O)[nH]nc5c4cc3-c3ccccc3)cc2)CCC1. Drug 2: O=C(NOCC(O)CO)c1ccc(F)c(F)c1Nc1ccc(I)cc1F. Cell line: DLD1. Synergy scores: synergy=36.7. (4) Drug 1: COC1=C2CC(C)CC(OC)C(O)C(C)C=C(C)C(OC(N)=O)C(OC)C=CC=C(C)C(=O)NC(=CC1=O)C2=O. Drug 2: Cn1c(=O)n(-c2ccc(C(C)(C)C#N)cc2)c2c3cc(-c4cnc5ccccc5c4)ccc3ncc21. Cell line: OVCAR3. Synergy scores: synergy=-7.14. (5) Drug 1: CCN(CC)CCNC(=O)c1c(C)[nH]c(C=C2C(=O)Nc3ccc(F)cc32)c1C. Drug 2: CS(=O)(=O)CCNCc1ccc(-c2ccc3ncnc(Nc4ccc(OCc5cccc(F)c5)c(Cl)c4)c3c2)o1. Cell line: A2780. Synergy scores: synergy=17.8. (6) Drug 1: O=P1(N(CCCl)CCCl)NCCCO1. Drug 2: NC(=O)c1cccc2cn(-c3ccc(C4CCCNC4)cc3)nc12. Cell line: COLO320DM. Synergy scores: synergy=12.6.